Dataset: Catalyst prediction with 721,799 reactions and 888 catalyst types from USPTO. Task: Predict which catalyst facilitates the given reaction. (1) Reactant: [F:1][C:2]1[CH:15]=[CH:14][CH:13]=[C:12]([F:16])[C:3]=1[C:4]([NH:6][C:7]1[CH:11]=[CH:10][NH:9][N:8]=1)=[O:5].C[Si]([N-][Si](C)(C)C)(C)C.[Li+].[Br:27][C:28]1[CH:33]=[CH:32][CH:31]=[C:30]([O:34][C:35]([F:38])([F:37])[F:36])[C:29]=1[CH2:39]Br. Product: [Br:27][C:28]1[CH:33]=[CH:32][CH:31]=[C:30]([O:34][C:35]([F:36])([F:37])[F:38])[C:29]=1[CH2:39][N:9]1[CH:10]=[CH:11][C:7]([NH:6][C:4](=[O:5])[C:3]2[C:12]([F:16])=[CH:13][CH:14]=[CH:15][C:2]=2[F:1])=[N:8]1. The catalyst class is: 1. (2) Reactant: [O:1]1CCO[CH:2]1[C:6]1[C:7]([O:20][CH3:21])=[CH:8][C:9]([O:18][CH3:19])=[C:10]([C:12]2[CH:17]=[N:16][CH:15]=[CH:14][N:13]=2)[CH:11]=1.C1(C)C=CC(S(O)(=O)=O)=CC=1.O. Product: [CH3:21][O:20][C:7]1[CH:8]=[C:9]([O:18][CH3:19])[C:10]([C:12]2[CH:17]=[N:16][CH:15]=[CH:14][N:13]=2)=[CH:11][C:6]=1[CH:2]=[O:1]. The catalyst class is: 21.